Dataset: Reaction yield outcomes from USPTO patents with 853,638 reactions. Task: Predict the reaction yield, written as a fraction of the theoretical maximum amount of product (1.0 means a 100% yield; for example, 0.34 means a 34% yield). (1) The reactants are [NH:1]1[CH2:5][CH:4]=[CH:3][CH:2]1[C:6]1[CH:7]=[C:8]([C:23]([N:25]2[CH2:30][CH2:29][O:28][CH2:27][CH2:26]2)=[O:24])[CH:9]=[C:10]2[C:15]=1[O:14][C:13]([N:16]1[CH2:21][CH2:20][O:19][CH2:18][CH2:17]1)=[CH:12][C:11]2=[O:22]. The catalyst is [Pd].CO. The product is [N:25]1([C:23]([C:8]2[CH:9]=[C:10]3[C:15](=[C:6]([CH:2]4[CH2:3][CH2:4][CH2:5][NH:1]4)[CH:7]=2)[O:14][C:13]([N:16]2[CH2:17][CH2:18][O:19][CH2:20][CH2:21]2)=[CH:12][C:11]3=[O:22])=[O:24])[CH2:30][CH2:29][O:28][CH2:27][CH2:26]1. The yield is 0.530. (2) The reactants are [Si]([O:8][CH:9]1[CH2:14][CH2:13][N:12]([C:15]2[CH:16]=[CH:17][C:18]([C:36]([F:39])([F:38])[F:37])=[C:19]([CH:35]=2)[C:20]([NH:22][C:23]2[C:24]([CH3:34])=[C:25]([CH:30]=[CH:31][C:32]=2[CH3:33])[C:26]([O:28][CH3:29])=[O:27])=[O:21])[CH2:11][CH2:10]1)(C(C)(C)C)(C)C.[N+](CCCC)(CCCC)(CCCC)CCCC.[F-]. The yield is 0.760. The product is [OH:8][CH:9]1[CH2:14][CH2:13][N:12]([C:15]2[CH:16]=[CH:17][C:18]([C:36]([F:39])([F:37])[F:38])=[C:19]([CH:35]=2)[C:20]([NH:22][C:23]2[C:24]([CH3:34])=[C:25]([CH:30]=[CH:31][C:32]=2[CH3:33])[C:26]([O:28][CH3:29])=[O:27])=[O:21])[CH2:11][CH2:10]1. The catalyst is C1COCC1. (3) The reactants are [N+:1]([C:4]1[CH:5]=[C:6]([OH:11])[CH:7]=[CH:8][C:9]=1Cl)([O-:3])=[O:2].[C:12]([NH:15][C:16]1[CH:21]=[CH:20][C:19]([SH:22])=[CH:18][CH:17]=1)(=[O:14])[CH3:13].C(=O)([O-])[O-].[Cs+].[Cs+]. The catalyst is CN(C=O)C. The product is [OH:11][C:6]1[CH:7]=[CH:8][C:9]([S:22][C:19]2[CH:18]=[CH:17][C:16]([NH:15][C:12](=[O:14])[CH3:13])=[CH:21][CH:20]=2)=[C:4]([N+:1]([O-:3])=[O:2])[CH:5]=1. The yield is 1.00. (4) The reactants are [Cl:1][C:2]1[CH:17]=[CH:16][C:5]([O:6][C:7]2[CH:8]=[C:9]([N+:13]([O-])=O)[CH:10]=[CH:11][CH:12]=2)=[CH:4][C:3]=1[CH2:18][CH3:19].O. The catalyst is C(O)(=O)C.[Zn]. The product is [Cl:1][C:2]1[CH:17]=[CH:16][C:5]([O:6][C:7]2[CH:8]=[C:9]([CH:10]=[CH:11][CH:12]=2)[NH2:13])=[CH:4][C:3]=1[CH2:18][CH3:19]. The yield is 1.00.